From a dataset of Experimentally validated miRNA-target interactions with 360,000+ pairs, plus equal number of negative samples. Binary Classification. Given a miRNA mature sequence and a target amino acid sequence, predict their likelihood of interaction. (1) The miRNA is hsa-miR-4724-5p with sequence AACUGAACCAGGAGUGAGCUUCG. The protein sequence of the target gene is MDRSLPVFSIQDSPFGDAPLGRSHYWPSQSQTWCPKTLSPSRSQRSRLPQAPKALATGPNSPELFEESWPSSSGTPSLPSTTEGQMWASPAPTLIDSGDSVVAKYINRFRQAQPTSREERQPAGPTPADFWWLQSDSPDPSSQSAAAGANKPEGRPHTAVPTAVNVTSASHAVAPLQEIKQNLHTWNSSLLDLETLSLQSRAARLLKRSKASISSSSSLSPSDASTSSFPTSSDGLSPFSETFIPDSSKGLGPRAPASPAPAQAQTPTPAPAPASSQAPLRPEDDILYQWRQRRKLEQAQ.... Result: 0 (no interaction). (2) The miRNA is hsa-miR-27a-3p with sequence UUCACAGUGGCUAAGUUCCGC. The protein sequence of the target gene is MANVGLQFQASAGDSDPQSRPLLLLGQLHHLHRVPWSHVRGKLQPRVTEELWQAALSTLNPNPTDSCPLYLNYATVAALPCRVSRHNSPSAAHFITRLVRTCLPPGAHRCIVMVCEQPEVFASACALARAFPLFTHRSGASRRLEKKTVTVEFFLVGQDNGPVEVSTLQCLANATDGVRLAARIVDTPCNEMNTDTFLEEINKVGKELGIIPTIIRDEELKTRGFGGIYGVGKAALHPPALAVLSHTPDGATQTIAWVGKGIVYDTGGLSIKGKTTMPGMKRDCGGAAAVLGAFRAAIKQ.... Result: 0 (no interaction).